Dataset: TCR-epitope binding with 47,182 pairs between 192 epitopes and 23,139 TCRs. Task: Binary Classification. Given a T-cell receptor sequence (or CDR3 region) and an epitope sequence, predict whether binding occurs between them. (1) The epitope is KRWIILGLNK. The TCR CDR3 sequence is CASSLGGVGTEAFF. Result: 0 (the TCR does not bind to the epitope). (2) The epitope is VLWAHGFEL. The TCR CDR3 sequence is CASSYRQGTTEQYF. Result: 1 (the TCR binds to the epitope). (3) The epitope is EEHVQIHTI. The TCR CDR3 sequence is CASSLVQASENEQYF. Result: 0 (the TCR does not bind to the epitope). (4) The epitope is LLWNGPMAV. The TCR CDR3 sequence is CSAALPYYGYTF. Result: 0 (the TCR does not bind to the epitope). (5) The epitope is TVYDPLQPELDSFK. The TCR CDR3 sequence is CASSVAPSPSETEAFF. Result: 0 (the TCR does not bind to the epitope). (6) The epitope is ILKEPVHGV. The TCR CDR3 sequence is CASSSMGPTPGDTQYF. Result: 0 (the TCR does not bind to the epitope). (7) The TCR CDR3 sequence is CASSLSAGVTYNEQFF. The epitope is YFPLQSYGF. Result: 1 (the TCR binds to the epitope). (8) The epitope is SLVKPSFYV. The TCR CDR3 sequence is CASSGEGTEYNSPLHF. Result: 1 (the TCR binds to the epitope).